From a dataset of Reaction yield outcomes from USPTO patents with 853,638 reactions. Predict the reaction yield, written as a fraction of the theoretical maximum amount of product (1.0 means a 100% yield; for example, 0.34 means a 34% yield). (1) The reactants are [F:1][C:2]1[CH:3]=[C:4]([N+:13]([O-])=O)[C:5]([CH3:12])=[C:6]([CH:11]=1)[C:7]([O:9][CH3:10])=[O:8]. The catalyst is CO.[C].[Pd]. The product is [NH2:13][C:4]1[C:5]([CH3:12])=[C:6]([CH:11]=[C:2]([F:1])[CH:3]=1)[C:7]([O:9][CH3:10])=[O:8]. The yield is 0.540. (2) The reactants are [C:1]([Si:5]([C:8]([OH:11])(C)[CH3:9])([CH3:7])[CH3:6])([CH3:4])([CH3:3])[CH3:2].C([Si](Cl)(C)C)(C)(C)C.C(OC=C[Li])C. The catalyst is CC(C)=O. The product is [C:8]([Si:5]([C:1]([CH3:4])([CH3:3])[CH3:2])([CH3:7])[CH3:6])(=[O:11])[CH3:9]. The yield is 0.410.